This data is from Full USPTO retrosynthesis dataset with 1.9M reactions from patents (1976-2016). The task is: Predict the reactants needed to synthesize the given product. (1) Given the product [ClH:32].[NH2:22][CH2:21][C:20]1[CH:30]=[CH:31][C:17]([C:4]2[C:5]3[C:6]4[CH:16]=[CH:15][S:14][C:7]=4[C:8](=[O:13])[NH:9][C:10]=3[CH:11]=[CH:12][C:3]=2[C:1]#[N:2])=[CH:18][CH:19]=1, predict the reactants needed to synthesize it. The reactants are: [C:1]([C:3]1[CH:12]=[CH:11][C:10]2[NH:9][C:8](=[O:13])[C:7]3[S:14][CH:15]=[CH:16][C:6]=3[C:5]=2[C:4]=1[C:17]1[CH:31]=[CH:30][C:20]([CH2:21][NH:22]C(=O)OC(C)(C)C)=[CH:19][CH:18]=1)#[N:2].[ClH:32]. (2) Given the product [F:10][CH2:9][C@@H:8]([CH3:11])[CH2:7][N:27]1[C@H:15]([CH3:14])[CH2:16][C:17]2[C:25]3[C:20](=[CH:21][CH:22]=[CH:23][CH:24]=3)[NH:19][C:18]=2[C@H:26]1[C:28]1[CH:29]=[CH:30][C:31](/[CH:34]=[CH:35]/[C:36]([O:38][CH3:39])=[O:37])=[CH:32][CH:33]=1, predict the reactants needed to synthesize it. The reactants are: FC(F)(F)S(O[CH2:7][C@H:8]([CH3:11])[CH2:9][F:10])(=O)=O.[CH3:14][C@H:15]1[NH:27][C@H:26]([C:28]2[CH:33]=[CH:32][C:31](/[CH:34]=[CH:35]/[C:36]([O:38][CH3:39])=[O:37])=[CH:30][CH:29]=2)[C:18]2[NH:19][C:20]3[C:25]([C:17]=2[CH2:16]1)=[CH:24][CH:23]=[CH:22][CH:21]=3.C(N(CC)C(C)C)(C)C. (3) The reactants are: [N:1]1([C:7]2[CH:12]=[CH:11][C:10]([N+:13]([O-])=O)=[CH:9][C:8]=2[OH:16])[CH2:6][CH2:5][O:4][CH2:3][CH2:2]1.[Cl:17][CH2:18][CH2:19][N:20]1[CH2:25][CH2:24][O:23][CH2:22][CH2:21]1.C(=O)([O-])[O-].[K+].[K+].Cl.C(OCC)(=O)C. Given the product [ClH:17].[N:1]1([C:7]2[CH:12]=[CH:11][C:10]([NH2:13])=[CH:9][C:8]=2[O:16][CH2:18][CH2:19][N:20]2[CH2:25][CH2:24][O:23][CH2:22][CH2:21]2)[CH2:6][CH2:5][O:4][CH2:3][CH2:2]1, predict the reactants needed to synthesize it. (4) Given the product [S:20]1(=[O:1])[C:14]2[CH:13]=[CH:12][CH:11]=[CH:16][C:15]=2[CH:17]=[N:19]1, predict the reactants needed to synthesize it. The reactants are: [O:1](C(O)C)C1C=CC=CC=1.[CH:11]1[CH:16]=[C:15]2[C:17]([NH:19][S:20][C:14]2=[CH:13][CH:12]=1)=O.